This data is from Catalyst prediction with 721,799 reactions and 888 catalyst types from USPTO. The task is: Predict which catalyst facilitates the given reaction. (1) Reactant: O.C1(C)C=CC(S(O)(=O)=O)=CC=1.C([O:16][C:17]1[CH:18]=[C:19](/[CH:31]=[CH:32]/[C:33]2[CH:38]=[CH:37][CH:36]=[CH:35][CH:34]=2)[CH:20]=[C:21]([O:27]C(=O)C)[C:22]=1[O:23]C(=O)C)(=O)C. Product: [OH:16][C:17]1[CH:18]=[C:19](/[CH:31]=[CH:32]/[C:33]2[CH:38]=[CH:37][CH:36]=[CH:35][CH:34]=2)[CH:20]=[C:21]([OH:27])[C:22]=1[OH:23]. The catalyst class is: 5. (2) Reactant: [C:1]1([C:7]2[C:8]([C:20]3[CH:27]=[CH:26][C:23]([CH:24]=O)=[CH:22][CH:21]=3)=[N:9][C:10]3[CH:11]=[CH:12][N:13]4[CH:19]=[N:18][N:17]=[C:14]4[C:15]=3[CH:16]=2)[CH:6]=[CH:5][CH:4]=[CH:3][CH:2]=1.[NH2:28]C(C)(CC(C)C)C(O)=O. Product: [C:1]1([C:7]2[C:8]([C:20]3[CH:27]=[CH:26][C:23]([CH2:24][NH2:28])=[CH:22][CH:21]=3)=[N:9][C:10]3[CH:11]=[CH:12][N:13]4[CH:19]=[N:18][N:17]=[C:14]4[C:15]=3[CH:16]=2)[CH:6]=[CH:5][CH:4]=[CH:3][CH:2]=1. The catalyst class is: 3. (3) Reactant: [CH:1]([O:4][C:5]([NH:7][C:8]1[CH:9]=[C:10]2[N:16]=[C:15]([C:17]3[CH:18]=[C:19]([CH:23]=[CH:24][CH:25]=3)[C:20](O)=[O:21])[NH:14][C:11]2=[N:12][CH:13]=1)=[O:6])([CH3:3])[CH3:2].C(N1C=CN=C1)(N1C=CN=C1)=O.[NH2:38][CH:39]([CH2:43][O:44][CH3:45])[CH2:40][O:41][CH3:42]. Product: [CH:1]([O:4][C:5](=[O:6])[NH:7][C:8]1[CH:9]=[C:10]2[N:16]=[C:15]([C:17]3[CH:25]=[CH:24][CH:23]=[C:19]([C:20](=[O:21])[NH:38][CH:39]([CH2:43][O:44][CH3:45])[CH2:40][O:41][CH3:42])[CH:18]=3)[NH:14][C:11]2=[N:12][CH:13]=1)([CH3:3])[CH3:2]. The catalyst class is: 3. (4) Reactant: [F:1][C:2]1[CH:7]=[CH:6][C:5]([CH2:8][C:9]2[C:10]([N:15]3[CH2:21][C:20]4[CH:22]=[C:23]([C:26]5[N:31]=[C:30]([NH2:32])[C:29]([N+:33]([O-])=O)=[CH:28][CH:27]=5)[CH:24]=[CH:25][C:19]=4[O:18][CH2:17][CH2:16]3)=[N:11][CH:12]=[N:13][CH:14]=2)=[CH:4][CH:3]=1.C(O)(=O)C. Product: [F:1][C:2]1[CH:7]=[CH:6][C:5]([CH2:8][C:9]2[C:10]([N:15]3[CH2:21][C:20]4[CH:22]=[C:23]([C:26]5[N:31]=[C:30]([NH2:32])[C:29]([NH2:33])=[CH:28][CH:27]=5)[CH:24]=[CH:25][C:19]=4[O:18][CH2:17][CH2:16]3)=[N:11][CH:12]=[N:13][CH:14]=2)=[CH:4][CH:3]=1. The catalyst class is: 29. (5) Reactant: [Br:1][C:2]1[C:3]([CH3:24])=[C:4]([C:20](F)=[CH:21][CH:22]=1)[C:5]([N:7]([CH2:17][CH2:18][OH:19])[CH2:8][C:9]1[CH:14]=[CH:13][C:12]([O:15][CH3:16])=[CH:11][CH:10]=1)=[O:6].C([O-])([O-])=O.[Cs+].[Cs+]. Product: [Br:1][C:2]1[CH:22]=[CH:21][C:20]2[O:19][CH2:18][CH2:17][N:7]([CH2:8][C:9]3[CH:14]=[CH:13][C:12]([O:15][CH3:16])=[CH:11][CH:10]=3)[C:5](=[O:6])[C:4]=2[C:3]=1[CH3:24]. The catalyst class is: 163.